Task: Predict which catalyst facilitates the given reaction.. Dataset: Catalyst prediction with 721,799 reactions and 888 catalyst types from USPTO (1) Reactant: [OH:1][NH:2][C:3](=[O:9])[O:4][C:5]([CH3:8])([CH3:7])[CH3:6].[OH-].[K+].[CH2:12]([O:14][C:15](=[O:20])[C:16](Br)([CH3:18])[CH3:17])[CH3:13]. Product: [C:5]([O:4][C:3]([NH:2][O:1][C:16]([CH3:18])([CH3:17])[C:15]([O:14][CH2:12][CH3:13])=[O:20])=[O:9])([CH3:8])([CH3:7])[CH3:6]. The catalyst class is: 14. (2) Reactant: [O:1]=[C:2]1[N:6]([CH:7]([CH2:11][C:12]2[CH:17]=[CH:16][CH:15]=[CH:14][CH:13]=2)[C:8]([OH:10])=[O:9])[C:5](=[S:18])[NH:4][CH2:3]1.[Br:19][C:20]1[CH:25]=[CH:24][C:23]([C:26]2S[C:29]([CH:31]=O)=[CH:28][CH:27]=2)=[CH:22][CH:21]=1.NCCC(O)=[O:37].CO.C(Cl)Cl. Product: [Br:19][C:20]1[CH:25]=[CH:24][C:23]([C:26]2[O:37][C:29](/[CH:31]=[C:3]3/[NH:4][C:5](=[S:18])[N:6]([CH:7]([CH2:11][C:12]4[CH:17]=[CH:16][CH:15]=[CH:14][CH:13]=4)[C:8]([OH:10])=[O:9])[C:2]/3=[O:1])=[CH:28][CH:27]=2)=[CH:22][CH:21]=1. The catalyst class is: 15. (3) Reactant: [C:1]([O:5][C:6]([NH:8][CH2:9][CH2:10][CH2:11][C@@H:12]([C:24]([OH:26])=O)[NH:13][C:14]([O:16][CH2:17][C:18]1[CH:23]=[CH:22][CH:21]=[CH:20][CH:19]=1)=[O:15])=[O:7])([CH3:4])([CH3:3])[CH3:2].[C:27]([O:31][C:32](=[O:48])[NH:33][CH2:34][CH2:35][CH2:36][C@H:37]([NH:40][C:41]([O:43][C:44]([CH3:47])([CH3:46])[CH3:45])=[O:42])[CH2:38][NH2:39])([CH3:30])([CH3:29])[CH3:28].C(Cl)CCl.C1C=CC2N(O)N=NC=2C=1. Product: [CH2:17]([O:16][C:14](=[O:15])[NH:13][C@H:12]([C:24]([NH:39][CH2:38][C@@H:37]([NH:40][C:41]([O:43][C:44]([CH3:47])([CH3:46])[CH3:45])=[O:42])[CH2:36][CH2:35][CH2:34][NH:33][C:32]([O:31][C:27]([CH3:29])([CH3:30])[CH3:28])=[O:48])=[O:26])[CH2:11][CH2:10][CH2:9][NH:8][C:6]([O:5][C:1]([CH3:2])([CH3:3])[CH3:4])=[O:7])[C:18]1[CH:19]=[CH:20][CH:21]=[CH:22][CH:23]=1. The catalyst class is: 9. (4) Reactant: [CH2:1]([O:3][C:4]([C:6]1[N:7](C(=O)C(F)(F)F)[C:8]2[C:13]([C:14]=1[NH2:15])=[CH:12][C:11]([Cl:16])=[CH:10][CH:9]=2)=[O:5])[CH3:2].C(O)C.C(=O)([O-])[O-].[K+].[K+]. Product: [NH2:15][C:14]1[C:13]2[C:8](=[CH:9][CH:10]=[C:11]([Cl:16])[CH:12]=2)[NH:7][C:6]=1[C:4]([O:3][CH2:1][CH3:2])=[O:5]. The catalyst class is: 6.